From a dataset of TCR-epitope binding with 47,182 pairs between 192 epitopes and 23,139 TCRs. Binary Classification. Given a T-cell receptor sequence (or CDR3 region) and an epitope sequence, predict whether binding occurs between them. The epitope is GLNKIVRMY. The TCR CDR3 sequence is CSVDASGGYNEQFF. Result: 0 (the TCR does not bind to the epitope).